From a dataset of Full USPTO retrosynthesis dataset with 1.9M reactions from patents (1976-2016). Predict the reactants needed to synthesize the given product. Given the product [CH3:1][O:2][C:3]1[CH:4]=[C:5]2[C:10](=[CH:11][C:12]=1[O:13][CH3:14])[N:9]=[CH:8][CH:7]=[C:6]2[O:15][C:16]1[CH:22]=[CH:21][C:19]([NH:20][C:38]([NH:53][C@@H:51]([C:47]2[S:46][CH:50]=[CH:49][N:48]=2)[CH3:52])=[O:44])=[C:18]([C:23]([F:25])([F:26])[F:24])[CH:17]=1, predict the reactants needed to synthesize it. The reactants are: [CH3:1][O:2][C:3]1[CH:4]=[C:5]2[C:10](=[CH:11][C:12]=1[O:13][CH3:14])[N:9]=[CH:8][CH:7]=[C:6]2[O:15][C:16]1[CH:22]=[CH:21][C:19]([NH2:20])=[C:18]([C:23]([F:26])([F:25])[F:24])[CH:17]=1.C(N(CC)CC)C.ClC(Cl)(O[C:38](=[O:44])OC(Cl)(Cl)Cl)Cl.[S:46]1[CH:50]=[CH:49][N:48]=[C:47]1[C@H:51]([NH2:53])[CH3:52].